Dataset: NCI-60 drug combinations with 297,098 pairs across 59 cell lines. Task: Regression. Given two drug SMILES strings and cell line genomic features, predict the synergy score measuring deviation from expected non-interaction effect. Drug 1: C1=NNC2=C1C(=O)NC=N2. Drug 2: C1CCC(C(C1)N)N.C(=O)(C(=O)[O-])[O-].[Pt+4]. Cell line: DU-145. Synergy scores: CSS=21.0, Synergy_ZIP=-6.90, Synergy_Bliss=1.16, Synergy_Loewe=-9.79, Synergy_HSA=-0.719.